From a dataset of Peptide-MHC class II binding affinity with 134,281 pairs from IEDB. Regression. Given a peptide amino acid sequence and an MHC pseudo amino acid sequence, predict their binding affinity value. This is MHC class II binding data. (1) The peptide sequence is LVQDDVIPANWKPDT. The MHC is HLA-DQA10301-DQB10302 with pseudo-sequence HLA-DQA10301-DQB10302. The binding affinity (normalized) is 0.147. (2) The peptide sequence is AFKVAATAANAALAN. The MHC is DRB1_0802 with pseudo-sequence DRB1_0802. The binding affinity (normalized) is 0.892. (3) The peptide sequence is DLCNICWEQLPTCIT. The binding affinity (normalized) is 0.578. The MHC is DRB1_0101 with pseudo-sequence DRB1_0101. (4) The peptide sequence is MERRFTSHLPVAQRG. The MHC is DRB1_0301 with pseudo-sequence DRB1_0301. The binding affinity (normalized) is 0.304. (5) The peptide sequence is EGKVVQYENLKYTVI. The MHC is DRB1_1101 with pseudo-sequence DRB1_1101. The binding affinity (normalized) is 0.159. (6) The peptide sequence is MNILLQYVVKSFD. The MHC is DRB1_1501 with pseudo-sequence DRB1_1501. The binding affinity (normalized) is 0.770. (7) The binding affinity (normalized) is 0.0281. The peptide sequence is IQYVNYWFAPGAGAA. The MHC is DRB1_0301 with pseudo-sequence DRB1_0301.